Dataset: Reaction yield outcomes from USPTO patents with 853,638 reactions. Task: Predict the reaction yield, written as a fraction of the theoretical maximum amount of product (1.0 means a 100% yield; for example, 0.34 means a 34% yield). (1) The reactants are [CH2:1]([N:8]1[CH2:14][C:13]2[N:15]=[CH:16][C:17]([NH2:19])=[N:18][C:12]=2[O:11][CH2:10][CH2:9]1)[C:2]1[CH:7]=[CH:6][CH:5]=[CH:4][CH:3]=1.[CH3:20][C:21](=O)[CH2:22][CH2:23][C:24](=O)[CH3:25].C(O)(=O)C.C1(C)C=CC=CC=1. The catalyst is C(OCC)(=O)C. The product is [CH2:1]([N:8]1[CH2:14][C:13]2[N:15]=[CH:16][C:17]([N:19]3[C:24]([CH3:25])=[CH:23][CH:22]=[C:21]3[CH3:20])=[N:18][C:12]=2[O:11][CH2:10][CH2:9]1)[C:2]1[CH:3]=[CH:4][CH:5]=[CH:6][CH:7]=1. The yield is 0.460. (2) The reactants are [C:1]1([CH2:7][N:8](CC2C=CC=CC=2)[CH2:9][C@@H:10]([NH:12][C@H:13]([C:15]([O:17][CH3:18])=[O:16])[CH3:14])[CH3:11])[CH:6]=[CH:5][CH:4]=[CH:3][CH:2]=1.Cl. The catalyst is [Pd].CCO. The product is [CH3:11][C@H:10]([NH:12][C@H:13]([C:15]([O:17][CH3:18])=[O:16])[CH3:14])[CH2:9][NH:8][CH2:7][C:1]1[CH:2]=[CH:3][CH:4]=[CH:5][CH:6]=1. The yield is 0.500. (3) The reactants are [NH2:1][CH2:2][CH2:3][C:4]1[N:5]([CH:27]([C:34]2[CH:39]=[CH:38][CH:37]=[CH:36][CH:35]=2)[C:28]2[CH:33]=[CH:32][CH:31]=[CH:30][CH:29]=2)[C:6]2[C:11]([C:12]=1[CH2:13][CH2:14][O:15][C:16]1[CH:25]=[CH:24][C:19]([C:20]([O:22]C)=[O:21])=[CH:18][CH:17]=1)=[CH:10][C:9]([Cl:26])=[CH:8][CH:7]=2.[Cl:40][C:41]1[CH:42]=[C:43]([S:48](Cl)(=[O:50])=[O:49])[CH:44]=[CH:45][C:46]=1[Cl:47]. No catalyst specified. The product is [CH:27]([N:5]1[C:6]2[C:11](=[CH:10][C:9]([Cl:26])=[CH:8][CH:7]=2)[C:12]([CH2:13][CH2:14][O:15][C:16]2[CH:17]=[CH:18][C:19]([C:20]([OH:22])=[O:21])=[CH:24][CH:25]=2)=[C:4]1[CH2:3][CH2:2][NH:1][S:48]([C:43]1[CH:44]=[CH:45][C:46]([Cl:47])=[C:41]([Cl:40])[CH:42]=1)(=[O:50])=[O:49])([C:34]1[CH:35]=[CH:36][CH:37]=[CH:38][CH:39]=1)[C:28]1[CH:29]=[CH:30][CH:31]=[CH:32][CH:33]=1. The yield is 0.600. (4) The yield is 0.170. The product is [F:1][C:2]1[C:3]([NH:17][CH:5]=[N:4][C:3]#[N:17])=[N:4][C:5]([O:8][CH2:9][C:10]2[CH:11]=[CH:12][C:13]([F:16])=[CH:14][CH:15]=2)=[N:6][CH:7]=1. The reactants are [F:1][C:2]1[C:3]([NH2:17])=[N:4][C:5]([O:8][CH2:9][C:10]2[CH:15]=[CH:14][C:13]([F:16])=[CH:12][CH:11]=2)=[N:6][CH:7]=1. The catalyst is C(Cl)(Cl)Cl. (5) The reactants are [N:1]([CH:4]([O:16][CH2:17][CH2:18][O:19][CH2:20][C:21]([O:23][CH2:24][CH3:25])=[O:22])[CH2:5][O:6][C:7]1[CH:15]=[CH:14][CH:13]=[CH:12][C:8]=1C(O)=O)=[N+:2]=[N-:3].C1C(=O)N(OC(ON2C(=O)CCC2=O)=O)C(=O)C1.[F:44][C:45]([F:50])([F:49])[C:46](O)=[O:47].[NH2:51][CH2:52][CH2:53][NH:54][C:55](=[O:60])C(F)(F)F.C(N(C(C)C)CC)(C)C. The catalyst is CN(C1C=CN=CC=1)C.CN(C=O)C. The product is [CH2:24]([O:23][C:21](=[O:22])[CH2:20][O:19][CH2:18][CH2:17][O:16][CH:4]([N:1]=[N+:2]=[N-:3])[CH2:5][O:6][C:7]1[CH:8]=[CH:12][CH:13]=[C:14]([C:55](=[O:60])[NH:54][CH2:53][CH2:52][NH:51][C:46](=[O:47])[C:45]([F:50])([F:49])[F:44])[CH:15]=1)[CH3:25]. The yield is 0.866. (6) The reactants are C(O[C:4]([C:6]1[CH:10]=[N:9][N:8]2[CH:11]([CH3:20])[CH:12]([C:14]3[CH:19]=[CH:18][CH:17]=[CH:16][CH:15]=3)[NH:13][C:7]=12)=[O:5])C.[OH-].[K+].[CH2:23]([C:25]([NH2:38])([C:28]1[CH:33]=[CH:32][C:31]([C:34]([F:37])([F:36])[F:35])=[CH:30][CH:29]=1)[CH2:26][CH3:27])[CH3:24].CN(C(ON1N=NC2C=CC=NC1=2)=[N+](C)C)C.F[P-](F)(F)(F)(F)F.CCN(C(C)C)C(C)C. The catalyst is CCO.CCOC(C)=O.O. The product is [CH2:23]([C:25]([NH:38][C:4]([C:6]1[CH:10]=[N:9][N:8]2[CH:11]([CH3:20])[CH:12]([C:14]3[CH:15]=[CH:16][CH:17]=[CH:18][CH:19]=3)[NH:13][C:7]=12)=[O:5])([C:28]1[CH:33]=[CH:32][C:31]([C:34]([F:36])([F:37])[F:35])=[CH:30][CH:29]=1)[CH2:26][CH3:27])[CH3:24]. The yield is 0.120. (7) The reactants are CCN(C(C)C)C(C)C.CS(Cl)(=O)=O.CS(O[CH2:20][CH2:21][CH:22]([NH:30][C:31]([O:33][C:34]([CH3:37])([CH3:36])[CH3:35])=[O:32])[C:23]1[CH:28]=[CH:27][CH:26]=[C:25]([Cl:29])[CH:24]=1)(=O)=O.[I-:38].[Na+]. The catalyst is C(Cl)Cl.CC(C)=O. The product is [Cl:29][C:25]1[CH:24]=[C:23]([CH:22]([NH:30][C:31](=[O:32])[O:33][C:34]([CH3:37])([CH3:36])[CH3:35])[CH2:21][CH2:20][I:38])[CH:28]=[CH:27][CH:26]=1. The yield is 0.810. (8) The reactants are [C:1]([NH:9][CH2:10][CH:11]1[CH2:16][CH2:15][CH2:14][CH:13]([N:17]2C3C=CC=C(C(O)=O)C=3[C:20]3=[N:30][O:31][C:32]([CH3:33])=[C:19]3[C:18]2=[O:34])[CH2:12]1)(=[O:8])[C:2]1[CH:7]=[CH:6][CH:5]=[CH:4][CH:3]=1.S(Cl)(Cl)=[O:36].C([Zn][CH2:42][CH3:43])C.C([Cu])#N.[Li+].[Cl-].[C:49]1([CH3:55])[CH:54]=[CH:53][CH:52]=[CH:51][CH:50]=1. The catalyst is C1COCC1.[NH4+].[Cl-]. The product is [CH3:33][C:32]1[O:31][N:30]=[C:20]2[C:54]3[C:49]([C:55](=[O:36])[CH2:42][CH3:43])=[CH:50][CH:51]=[CH:52][C:53]=3[N:17]([CH:13]3[CH2:14][CH2:15][CH2:16][CH:11]([CH2:10][NH:9][C:1](=[O:8])[C:2]4[CH:3]=[CH:4][CH:5]=[CH:6][CH:7]=4)[CH2:12]3)[C:18](=[O:34])[C:19]=12. The yield is 0.280. (9) The reactants are CC([O-])=O.[Na+].[Br:6]Br.[CH3:8][O:9][C:10]1[CH:15]=[CH:14][CH:13]=[C:12]([N+:16]([O-:18])=[O:17])[C:11]=1[NH2:19]. The catalyst is CC(O)=O. The product is [Br:6][C:14]1[CH:13]=[C:12]([N+:16]([O-:18])=[O:17])[C:11]([NH2:19])=[C:10]([O:9][CH3:8])[CH:15]=1. The yield is 0.830. (10) The reactants are C([O:9][CH2:10][C@@H:11]1[C:15]([O:17]C(=O)C)([CH3:16])[C@:14]([F:22])([CH3:21])[CH:13]([N:23]2[CH:31]=[N:30][C:29]3[C:24]2=[N:25][CH:26]=[N:27][C:28]=3[NH:32][CH:33]2[CH2:38][CH2:37][CH2:36][CH2:35][CH2:34]2)[O:12]1)(=O)C1C=CC=CC=1.CO. The catalyst is N. The product is [CH:33]1([NH:32][C:28]2[N:27]=[CH:26][N:25]=[C:24]3[C:29]=2[N:30]=[CH:31][N:23]3[CH:13]2[O:12][C@H:11]([CH2:10][OH:9])[C:15]([CH3:16])([OH:17])[C@:14]2([F:22])[CH3:21])[CH2:34][CH2:35][CH2:36][CH2:37][CH2:38]1. The yield is 0.860.